The task is: Predict the reaction yield, written as a fraction of the theoretical maximum amount of product (1.0 means a 100% yield; for example, 0.34 means a 34% yield).. This data is from Reaction yield outcomes from USPTO patents with 853,638 reactions. (1) The reactants are [CH:1]1([CH2:4][C:5]([F:24])([F:23])[CH2:6][C@H:7]([NH:11][C@@H:12]([C:17]2[CH:22]=[CH:21][CH:20]=[CH:19][CH:18]=2)[C:13]([F:16])([F:15])[F:14])[C:8](O)=[O:9])[CH2:3][CH2:2]1.CN(C(ON1N=[N:40][C:35]2[CH:36]=[CH:37]C=[N:39][C:34]1=2)=[N+](C)C)C.F[P-](F)(F)(F)(F)F.CCN(C(C)C)C(C)C.Cl.C(C1CC1)#N. The catalyst is CN(C=O)C. The product is [C:34]([C:35]1([NH:40][C:8](=[O:9])[C@@H:7]([NH:11][C@@H:12]([C:17]2[CH:18]=[CH:19][CH:20]=[CH:21][CH:22]=2)[C:13]([F:15])([F:14])[F:16])[CH2:6][C:5]([F:23])([F:24])[CH2:4][CH:1]2[CH2:3][CH2:2]2)[CH2:37][CH2:36]1)#[N:39]. The yield is 0.370. (2) The reactants are [CH:1]([C:3]1[CH:4]=[CH:5][C:6]([N:11]2[CH:15]=[N:14][C:13]([N+:16]([O-:18])=[O:17])=[N:12]2)=[C:7]([CH:10]=1)[C:8]#[N:9])=O.[C:19]([O-])([O-])=O.[K+].[K+]. The catalyst is O1CCOCC1.[Br-].C[P+](C1C=CC=CC=1)(C1C=CC=CC=1)C1C=CC=CC=1. The product is [N+:16]([C:13]1[N:14]=[CH:15][N:11]([C:6]2[CH:5]=[CH:4][C:3]([CH:1]=[CH2:19])=[CH:10][C:7]=2[C:8]#[N:9])[N:12]=1)([O-:18])=[O:17]. The yield is 0.700. (3) The reactants are [N:1]([CH2:4][C@@H:5]1[C@H:9]2[O:10][C:11]([CH3:14])([CH3:13])[O:12][C@H:8]2[C@H:7]([N:15]2[CH:23]=[N:22][C:21]3[C:16]2=[N:17][CH:18]=[N:19][C:20]=3[NH:24][CH2:25][C:26]2[CH:31]=[CH:30][C:29]([O:32][CH3:33])=[CH:28][C:27]=2[O:34][CH3:35])[CH2:6]1)=[N+]=[N-].CP(C)C.O. The catalyst is C1COCC1.C(Cl)Cl. The product is [NH2:1][CH2:4][C@@H:5]1[C@H:9]2[O:10][C:11]([CH3:13])([CH3:14])[O:12][C@H:8]2[C@H:7]([N:15]2[CH:23]=[N:22][C:21]3[C:16]2=[N:17][CH:18]=[N:19][C:20]=3[NH:24][CH2:25][C:26]2[CH:31]=[CH:30][C:29]([O:32][CH3:33])=[CH:28][C:27]=2[O:34][CH3:35])[CH2:6]1. The yield is 0.980. (4) The product is [CH3:44][O:43][C:34](=[O:42])[C:35]1[CH:41]=[CH:40][CH:39]=[CH:38][C:36]=1[O:37][CH2:46][CH2:47][N:48]1[CH2:52][CH2:51][CH2:50][CH2:49]1. The yield is 0.600. The reactants are C1(P(C2C=CC=CC=2)C2C=CC=CC=2)C=CC=CC=1.CC(OC(/N=N/C(OC(C)C)=O)=O)C.[C:34]([O:43][CH3:44])(=[O:42])[C:35]1[C:36](=[CH:38][CH:39]=[CH:40][CH:41]=1)[OH:37].O[CH2:46][CH2:47][N:48]1[CH2:52][CH2:51][CH2:50][CH2:49]1. The catalyst is C1COCC1. (5) The reactants are F[C:2]1[CH:3]=[CH:4][C:5]([O:18][CH3:19])=[C:6]([CH:8]([OH:17])[C:9]#[C:10][C:11]2[CH:16]=[CH:15][CH:14]=[CH:13][CH:12]=2)[CH:7]=1.[Br:20]C1C(OC)=C(C=CC=1)C=O. No catalyst specified. The product is [Br:20][C:4]1[C:5]([O:18][CH3:19])=[C:6]([CH:8]([OH:17])[C:9]#[C:10][C:11]2[CH:16]=[CH:15][CH:14]=[CH:13][CH:12]=2)[CH:7]=[CH:2][CH:3]=1. The yield is 0.920. (6) The reactants are [C:1]([O:5][C:6](=[O:28])[NH:7][CH2:8][CH2:9][N:10]([C:24](=[O:27])[CH:25]=[CH2:26])[CH:11]1[CH2:16][CH2:15][N:14]([CH2:17][C:18]2[CH:23]=[CH:22][CH:21]=[CH:20][CH:19]=2)[CH2:13][CH2:12]1)([CH3:4])([CH3:3])[CH3:2].CC(C)([O-])C.[K+]. The catalyst is CN(C=O)C. The product is [C:1]([O:5][C:6]([N:7]1[CH2:26][CH2:25][C:24](=[O:27])[N:10]([CH:11]2[CH2:16][CH2:15][N:14]([CH2:17][C:18]3[CH:23]=[CH:22][CH:21]=[CH:20][CH:19]=3)[CH2:13][CH2:12]2)[CH2:9][CH2:8]1)=[O:28])([CH3:4])([CH3:2])[CH3:3]. The yield is 0.750.